Dataset: CYP1A2 inhibition data for predicting drug metabolism from PubChem BioAssay. Task: Regression/Classification. Given a drug SMILES string, predict its absorption, distribution, metabolism, or excretion properties. Task type varies by dataset: regression for continuous measurements (e.g., permeability, clearance, half-life) or binary classification for categorical outcomes (e.g., BBB penetration, CYP inhibition). Dataset: cyp1a2_veith. (1) The compound is Oc1ccc(OCc2ccccc2)cc1. The result is 1 (inhibitor). (2) The compound is COc1ccccc1CN1CC[C@@]2(CCCN(S(C)(=O)=O)C2)C1. The result is 0 (non-inhibitor). (3) The drug is NS(=O)(=O)c1ccc(NCc2nc3ccccc3[nH]2)cc1. The result is 0 (non-inhibitor). (4) The molecule is Cc1ccc(-c2ccnc(=S)[nH]2)cc1. The result is 1 (inhibitor).